This data is from Full USPTO retrosynthesis dataset with 1.9M reactions from patents (1976-2016). The task is: Predict the reactants needed to synthesize the given product. (1) Given the product [CH3:1][O:2][C:3](=[O:18])[C:4]1[C:9]([CH3:10])=[CH:8][CH:7]=[CH:6][C:5]=1[N:11]([CH2:22][CH2:23][CH2:24][C:25]([O:27][CH2:28][CH3:29])=[O:26])[C:12]([O:14][CH:15]([CH3:16])[CH3:17])=[O:13], predict the reactants needed to synthesize it. The reactants are: [CH3:1][O:2][C:3](=[O:18])[C:4]1[C:9]([CH3:10])=[CH:8][CH:7]=[CH:6][C:5]=1[NH:11][C:12]([O:14][CH:15]([CH3:17])[CH3:16])=[O:13].[H-].[Na+].Br[CH2:22][CH2:23][CH2:24][C:25]([O:27][CH2:28][CH3:29])=[O:26]. (2) Given the product [C:1]([NH:4]/[C:5](=[C:11](/[NH:13][CH:15]1[CH2:18][CH2:17][CH2:16][CH2:20]1)\[CH3:12])/[C:6]([O:8][CH2:9][CH3:10])=[O:7])(=[O:3])[CH3:2], predict the reactants needed to synthesize it. The reactants are: [C:1]([NH:4]/[C:5](=[C:11](/[N:13]([CH3:15])C)\[CH3:12])/[C:6]([O:8][CH2:9][CH3:10])=[O:7])(=[O:3])[CH3:2].[CH:16]1(N)[CH2:20]C[CH2:18][CH2:17]1.